Dataset: Catalyst prediction with 721,799 reactions and 888 catalyst types from USPTO. Task: Predict which catalyst facilitates the given reaction. (1) Reactant: [CH3:1][C:2]1([CH3:29])[CH2:7][C:6]([CH3:9])([CH3:8])[CH2:5][CH:4]([C:10]2[CH:15]=[CH:14][CH:13]=[CH:12][C:11]=2[N:16]2[CH2:21][CH2:20][N:19]([CH2:22][C@@H:23]3[CH2:25][C@H:24]3[CH2:26][C:27]#[N:28])[CH2:18][CH2:17]2)[CH2:3]1.[ClH:30]. Product: [ClH:30].[CH3:1][C:2]1([CH3:29])[CH2:7][C:6]([CH3:8])([CH3:9])[CH2:5][CH:4]([C:10]2[CH:15]=[CH:14][CH:13]=[CH:12][C:11]=2[N:16]2[CH2:21][CH2:20][N:19]([CH2:22][C@@H:23]3[CH2:25][C@H:24]3[CH2:26][C:27]#[N:28])[CH2:18][CH2:17]2)[CH2:3]1. The catalyst class is: 96. (2) Reactant: Cl[C:2]1[N:7]([CH3:8])[C:6](=[O:9])[CH:5]=[C:4]([C:10]2[CH:15]=[CH:14][N:13]=[CH:12][C:11]=2[F:16])[N:3]=1.[O:17]1[CH2:21][CH2:20][C@@H:19]([NH:22][C:23]2[CH:28]=[CH:27][C:26]([C@@H:29]3[O:34][CH2:33][CH2:32][NH:31][CH2:30]3)=[CH:25][CH:24]=2)[CH2:18]1.C(N(CC)CC)C. Product: [O:17]1[CH2:21][CH2:20][C@@H:19]([NH:22][C:23]2[CH:24]=[CH:25][C:26]([C@@H:29]3[O:34][CH2:33][CH2:32][N:31]([C:2]4[N:7]([CH3:8])[C:6](=[O:9])[CH:5]=[C:4]([C:10]5[CH:15]=[CH:14][N:13]=[CH:12][C:11]=5[F:16])[N:3]=4)[CH2:30]3)=[CH:27][CH:28]=2)[CH2:18]1. The catalyst class is: 7. (3) Reactant: [Cl:1][C:2]1[N:6]([CH2:7][CH:8]=[CH2:9])[N:5]=[C:4]([CH3:10])[C:3]=1[C:11]([O:13]CC)=[O:12].[OH-].[Na+]. Product: [Cl:1][C:2]1[N:6]([CH2:7][CH:8]=[CH2:9])[N:5]=[C:4]([CH3:10])[C:3]=1[C:11]([OH:13])=[O:12]. The catalyst class is: 670. (4) Reactant: [F:1][C:2]([F:6])([F:5])[CH2:3][NH2:4].[N+:7]([C:10]1[CH:11]=[C:12]([S:16](Cl)(=[O:18])=[O:17])[CH:13]=[CH:14][CH:15]=1)([O-:9])=[O:8].C(N(CC)CC)C.O. Product: [N+:7]([C:10]1[CH:11]=[C:12]([S:16]([NH:4][CH2:3][C:2]([F:6])([F:5])[F:1])(=[O:18])=[O:17])[CH:13]=[CH:14][CH:15]=1)([O-:9])=[O:8]. The catalyst class is: 12. (5) Reactant: [F:1][C:2]([F:13])([F:12])[C:3]1[CH:8]=[CH:7][CH:6]=[C:5]([N:9]=[C:10]=[O:11])[CH:4]=1.[F:14][C:15]([F:24])([F:23])[C:16]1[CH:17]=[C:18]([CH:20]=[CH:21][CH:22]=1)[NH2:19]. Product: [F:1][C:2]([F:12])([F:13])[C:3]1[CH:4]=[C:5]([NH:9][C:10]([NH:19][C:18]2[CH:20]=[CH:21][CH:22]=[C:16]([C:15]([F:14])([F:23])[F:24])[CH:17]=2)=[O:11])[CH:6]=[CH:7][CH:8]=1. The catalyst class is: 4. (6) Reactant: [P:1]([O:39]C(C)(C)C)([O:34]C(C)(C)C)([O:3][CH2:4][N:5]1[C:17]2[CH:16]=[C:15]3[C:10]([CH2:11][N:12]([CH2:19][C:20]4[CH:25]=[CH:24][CH:23]=[CH:22][CH:21]=4)[C:13](=[O:18])[NH:14]3)=[CH:9][C:8]=2[C:7]([C:26]2[CH:31]=[C:30]([CH3:32])[N:29]=[C:28]([CH3:33])[CH:27]=2)=[N:6]1)=[O:2]. Product: [P:1]([OH:39])([OH:34])([O:3][CH2:4][N:5]1[C:17]2[CH:16]=[C:15]3[C:10]([CH2:11][N:12]([CH2:19][C:20]4[CH:25]=[CH:24][CH:23]=[CH:22][CH:21]=4)[C:13](=[O:18])[NH:14]3)=[CH:9][C:8]=2[C:7]([C:26]2[CH:27]=[C:28]([CH3:33])[N:29]=[C:30]([CH3:32])[CH:31]=2)=[N:6]1)=[O:2]. The catalyst class is: 313.